Task: Predict the reactants needed to synthesize the given product.. Dataset: Full USPTO retrosynthesis dataset with 1.9M reactions from patents (1976-2016) (1) Given the product [C:12]([C:10]1[N:11]=[C:7]([CH2:6][OH:5])[O:8][CH:9]=1)(=[O:14])[NH2:1], predict the reactants needed to synthesize it. The reactants are: [NH3:1].C([O:5][CH2:6][C:7]1[O:8][CH:9]=[C:10]([C:12]([O:14]C)=O)[N:11]=1)(=O)C. (2) The reactants are: [CH3:1][S:2]([N:5]1[CH2:10][CH:9]=[C:8]([C:11]2[CH:12]=[C:13]3[CH2:27][C:18]4([CH2:26][C:20]5([CH2:25][CH2:24][NH:23][CH2:22][CH2:21]5)[CH2:19]4)[O:17][C:14]3=[CH:15][N:16]=2)[CH2:7][CH2:6]1)(=[O:4])=[O:3].[F:28][C:29]([F:46])([F:45])[C@@H:30]([O:32][C:33](=O)[O:34]C1C=CC([N+]([O-])=O)=CC=1)[CH3:31]. Given the product [F:28][C:29]([F:46])([F:45])[C@H:30]([CH3:31])[O:32][C:33]([N:23]1[CH2:22][CH2:21][C:20]2([CH2:19][C:18]3([O:17][C:14]4=[CH:15][N:16]=[C:11]([C:8]5[CH2:9][CH2:10][N:5]([S:2]([CH3:1])(=[O:4])=[O:3])[CH2:6][CH:7]=5)[CH:12]=[C:13]4[CH2:27]3)[CH2:26]2)[CH2:25][CH2:24]1)=[O:34], predict the reactants needed to synthesize it.